This data is from Forward reaction prediction with 1.9M reactions from USPTO patents (1976-2016). The task is: Predict the product of the given reaction. (1) The product is: [CH2:28]([O:30][C:31]([C:33]1([C:36]2[CH:41]=[CH:40][C:39]([C:2]3[CH:3]=[CH:4][C:5]([C:8]4[O:12][N:11]=[C:10]([CH3:13])[C:9]=4[CH:14]([OH:27])[C:15]([F:25])([F:26])/[CH:16]=[CH:17]/[C:18]4[CH:19]=[CH:20][C:21]([F:24])=[CH:22][CH:23]=4)=[CH:6][CH:7]=3)=[CH:38][CH:37]=2)[CH2:34][CH2:35]1)=[O:32])[CH3:29]. Given the reactants Br[C:2]1[CH:7]=[CH:6][C:5]([C:8]2[O:12][N:11]=[C:10]([CH3:13])[C:9]=2[CH:14]([OH:27])[C:15]([F:26])([F:25])/[CH:16]=[CH:17]/[C:18]2[CH:23]=[CH:22][C:21]([F:24])=[CH:20][CH:19]=2)=[CH:4][CH:3]=1.[CH2:28]([O:30][C:31]([C:33]1([C:36]2[CH:41]=[CH:40][C:39](B3OC(C)(C)C(C)(C)O3)=[CH:38][CH:37]=2)[CH2:35][CH2:34]1)=[O:32])[CH3:29], predict the reaction product. (2) Given the reactants [NH2:1][C@@H:2]1[CH2:6][O:5][CH2:4][C@H:3]1[OH:7].C(N(CC)C(C)C)(C)C.Cl[C:18]([O:20][CH2:21][C:22]1[CH:27]=[CH:26][CH:25]=[CH:24][CH:23]=1)=[O:19], predict the reaction product. The product is: [OH:7][C@@H:3]1[CH2:4][O:5][CH2:6][C@H:2]1[NH:1][C:18](=[O:19])[O:20][CH2:21][C:22]1[CH:27]=[CH:26][CH:25]=[CH:24][CH:23]=1. (3) The product is: [C:37]1([C:34]2[N:35]=[N:36][N:32]([CH:31]=[C:28]3[CH2:29][CH2:30][NH:25][CH2:26][CH2:27]3)[N:33]=2)[CH:38]=[CH:39][CH:40]=[CH:41][CH:42]=1. Given the reactants S1C=CC=C1C1OC(C=C2CCNCC2)=NN=1.C(OC([N:25]1[CH2:30][CH2:29][C:28](=[CH:31][N:32]2[N:36]=[N:35][C:34]([C:37]3[CH:42]=[CH:41][CH:40]=[CH:39][CH:38]=3)=[N:33]2)[CH2:27][CH2:26]1)=O)(C)(C)C, predict the reaction product. (4) Given the reactants Br[C:2]1[CH:7]=[CH:6][C:5]([C:8]2([C:11]([N:13]3[CH2:17][CH2:16][C@@:15]4([C:21]5[CH:22]=[CH:23][CH:24]=[CH:25][C:20]=5[C:19](=[O:26])[O:18]4)[CH2:14]3)=[O:12])[CH2:10][CH2:9]2)=[CH:4][CH:3]=1.O1CCCC1.[CH3:32][C:33]1[C:37](B2OC(C)(C)C(C)(C)O2)=[C:36]([CH3:47])[O:35][N:34]=1.C(P(C(C)(C)C)C(C)(C)C)(C)(C)C.[F-].[K+], predict the reaction product. The product is: [CH3:32][C:33]1[C:37]([C:2]2[CH:3]=[CH:4][C:5]([C:8]3([C:11]([N:13]4[CH2:17][CH2:16][C@@:15]5([C:21]6[CH:22]=[CH:23][CH:24]=[CH:25][C:20]=6[C:19](=[O:26])[O:18]5)[CH2:14]4)=[O:12])[CH2:10][CH2:9]3)=[CH:6][CH:7]=2)=[C:36]([CH3:47])[O:35][N:34]=1. (5) Given the reactants [CH2:1]([O:8][C:9]([NH:11][C@@H:12]1[C:17](=[O:18])S[C:14](=[O:15])[CH2:13]1)=[O:10])[C:2]1[CH:7]=[CH:6][CH:5]=[CH:4][CH:3]=1.[NH2:19][C:20]1[CH:25]=[CH:24][CH:23]=[CH:22][CH:21]=1.[N+](C1C=C([N+]([O-])=O)C=CC=1S([N:41]1[CH2:46][CH2:45][O:44][CH2:43][CH2:42]1)(=O)=O)([O-])=O, predict the reaction product. The product is: [CH2:1]([O:8][C:9](=[O:10])[NH:11][C@H:12]([C:17]([N:41]1[CH2:46][CH2:45][O:44][CH2:43][CH2:42]1)=[O:18])[CH2:13][C:14]([NH:19][C:20]1[CH:25]=[CH:24][CH:23]=[CH:22][CH:21]=1)=[O:15])[C:2]1[CH:7]=[CH:6][CH:5]=[CH:4][CH:3]=1. (6) Given the reactants [Br:1][C:2]1[CH:7]=[CH:6][C:5]([NH:8][C:9]2[N:10]([CH3:19])[C:11](=[O:18])[CH:12]=[CH:13][C:14]=2[C:15]([OH:17])=O)=[C:4]([F:20])[CH:3]=1.CCN=C=NCCCN(C)C.C1C=CC2N(O)N=NC=2C=1.[CH:42]1([CH2:45][O:46][NH2:47])[CH2:44][CH2:43]1.CCN(CC)CC, predict the reaction product. The product is: [CH:42]1([CH2:45][O:46][NH:47][C:15]([C:14]2[CH:13]=[CH:12][C:11](=[O:18])[N:10]([CH3:19])[C:9]=2[NH:8][C:5]2[CH:6]=[CH:7][C:2]([Br:1])=[CH:3][C:4]=2[F:20])=[O:17])[CH2:44][CH2:43]1. (7) Given the reactants [Br:1][C:2]1[C:10]2[C:9]([NH:11][C:12]3[CH:13]=[C:14]4[CH:20]=[N:19][NH:18][C:15]4=[N:16][CH:17]=3)=[N:8][CH:7]=[N:6][C:5]=2[NH:4][C:3]=1[C:21](O)=[O:22].[NH:24]1[CH2:29][CH2:28][O:27][CH2:26][CH2:25]1, predict the reaction product. The product is: [Br:1][C:2]1[C:10]2[C:9]([NH:11][C:12]3[CH:13]=[C:14]4[CH:20]=[N:19][NH:18][C:15]4=[N:16][CH:17]=3)=[N:8][CH:7]=[N:6][C:5]=2[NH:4][C:3]=1[C:21]([N:24]1[CH2:29][CH2:28][O:27][CH2:26][CH2:25]1)=[O:22]. (8) Given the reactants O[Li].O.C([O:6][C:7](=[O:24])[CH2:8][CH2:9][CH2:10][CH2:11][C:12]1[CH:16]=[C:15]([C:17]2[CH:22]=[CH:21][CH:20]=[CH:19][C:18]=2[OH:23])[O:14][N:13]=1)C.Cl, predict the reaction product. The product is: [OH:23][C:18]1[CH:19]=[CH:20][CH:21]=[CH:22][C:17]=1[C:15]1[O:14][N:13]=[C:12]([CH2:11][CH2:10][CH2:9][CH2:8][C:7]([OH:24])=[O:6])[CH:16]=1.